Dataset: M1 muscarinic receptor antagonist screen with 61,756 compounds. Task: Binary Classification. Given a drug SMILES string, predict its activity (active/inactive) in a high-throughput screening assay against a specified biological target. (1) The compound is S(c1nc([nH]n1)CCCC)CC(=O)Nc1noc(c1)C. The result is 0 (inactive). (2) The compound is O=C(NCCN1C(CCCC1)C)CCn1nc(ccc1=O)c1ccccc1. The result is 0 (inactive). (3) The compound is S(=O)(=O)(Nc1ccc(C(C)C)cc1)c1c(=O)n(c(=O)n(c1)C)C. The result is 0 (inactive). (4) The result is 0 (inactive). The drug is o1c(=O)c(C(=O)N2CCc3c2cccc3)cc2c1ccc(OC)c2. (5) The drug is s1c(c2sccc2)ccc1/C=N\c1ccc(O)cc1. The result is 0 (inactive). (6) The molecule is S(CCn1c(N2CCCCC2)nc2n(c(=O)n(c(=O)c12)C)C)c1oc2c(n1)cccc2. The result is 0 (inactive).